Predict the product of the given reaction. From a dataset of Forward reaction prediction with 1.9M reactions from USPTO patents (1976-2016). (1) Given the reactants [ClH:1].[CH2:2]([N:4]=C=NCCCN(C)C)[CH3:3].[OH2:13].ON1[C:19]2[CH:20]=[CH:21][CH:22]=[CH:23][C:18]=2N=N1.[OH:24][C:25]1[C:26]([C:35]([OH:37])=O)=[N:27][C:28]2[C:33]([N:34]=1)=[CH:32][CH:31]=[CH:30][CH:29]=2.[CH3:38][N:39]1[CH2:44][CH2:43]O[CH2:41][CH2:40]1.C(Cl)Cl.C([O:51][CH2:52]C)(=O)C, predict the reaction product. The product is: [Cl:1][C:18]1[CH:23]=[CH:22][C:21]([O:51][CH:52]2[CH2:41][CH2:40][N:39]([C:38](=[O:13])[C@@H:2]([NH:4][C:35]([C:26]3[C:25]([OH:24])=[N:34][C:33]4[C:28](=[CH:29][CH:30]=[CH:31][CH:32]=4)[N:27]=3)=[O:37])[CH3:3])[CH2:44][CH2:43]2)=[CH:20][CH:19]=1. (2) Given the reactants C(ON=O)CC(C)C.[Br:9][C:10]1[C:19]2[C:14](=[CH:15][CH:16]=[CH:17][CH:18]=2)[CH:13]=[C:12]([C:20]([O:22][CH3:23])=[O:21])[CH:11]=1.C(O)(=O)C1C(=CC=CC=1)N.C1(C)C=CC=CC=1, predict the reaction product. The product is: [Br:9][C:10]1[C:19]2[C:14](=[CH:15][CH:16]=[CH:17][CH:18]=2)[CH:13]=[C:12]([C:20]([O:22][CH3:23])=[O:21])[CH:11]=1. (3) Given the reactants [Cl:1][C:2]1[S:3][CH:4]=[C:5]([C:7]([O:9]CC)=[O:8])[N:6]=1.C(C1C=CC(C)=C(C=1)OC1OC=C(C(O)=O)N=1)(C)(C)C, predict the reaction product. The product is: [Cl:1][C:2]1[S:3][CH:4]=[C:5]([C:7]([OH:9])=[O:8])[N:6]=1. (4) Given the reactants [S:1]1[C:5]([C:6]([O:8]C)=O)=[CH:4][N:3]=[CH:2]1.[C:10](#[N:12])[CH3:11].[H-].[Na+:14].C(OC)(C)(C)C, predict the reaction product. The product is: [C:10]([CH:11]=[C:6]([C:5]1[S:1][CH:2]=[N:3][CH:4]=1)[O-:8])#[N:12].[Na+:14]. (5) Given the reactants C(S)C.[H-].[Na+].[H][H].[S:8]([CH2:18][C@@H:19]1[C@@H:25]([C:26]2[CH:31]=[CH:30][C:29]([Cl:32])=[C:28]([Cl:33])[CH:27]=2)[CH2:24][C@H:23]2[N:34]([CH3:35])[C@@H:20]1[CH2:21][CH2:22]2)([C:11]1C=CC(C)=C[CH:12]=1)(=O)=O, predict the reaction product. The product is: [CH2:11]([S:8][CH2:18][C@@H:19]1[C@@H:25]([C:26]2[CH:31]=[CH:30][C:29]([Cl:32])=[C:28]([Cl:33])[CH:27]=2)[CH2:24][C@H:23]2[N:34]([CH3:35])[C@@H:20]1[CH2:21][CH2:22]2)[CH3:12]. (6) Given the reactants [CH2:1]([O:3][C:4]1[CH:5]=[C:6]([CH:28]=[C:29]([O:32][CH2:33][CH3:34])[C:30]=1I)[CH2:7][N:8]1[CH2:11][C:10]2([CH2:15][C:14]([N:16]3[CH2:21][CH2:20][C:19]([CH3:27])([C:22]([O:24]CC)=[O:23])[CH2:18][CH2:17]3)=[N:13][O:12]2)[CH2:9]1)[CH3:2].[CH3:35][O:36][C:37]1[CH:38]=[C:39](B(O)O)[CH:40]=[C:41]([O:43][CH3:44])[CH:42]=1, predict the reaction product. The product is: [CH2:1]([O:3][C:4]1[CH:5]=[C:6]([CH2:7][N:8]2[CH2:9][C:10]3([CH2:15][C:14]([N:16]4[CH2:21][CH2:20][C:19]([CH3:27])([C:22]([OH:24])=[O:23])[CH2:18][CH2:17]4)=[N:13][O:12]3)[CH2:11]2)[CH:28]=[C:29]([O:32][CH2:33][CH3:34])[C:30]=1[C:39]1[CH:38]=[C:37]([O:36][CH3:35])[CH:42]=[C:41]([O:43][CH3:44])[CH:40]=1)[CH3:2]. (7) Given the reactants [CH2:1]([NH:4][C:5]1=[N:6][C:7](=[O:28])[S:8]/[C:9]/1=[CH:10]\[CH:11]1[CH2:16][CH2:15][N:14]([CH2:17][C:18]2[CH:23]=[CH:22][C:21]([C:24]([F:27])([F:26])[F:25])=[CH:20][CH:19]=2)[CH2:13][CH2:12]1)[C:2]#[CH:3].[C:29]([OH:36])(=[O:35])/[CH:30]=[CH:31]/[C:32]([OH:34])=[O:33], predict the reaction product. The product is: [C:29]([OH:36])(=[O:35])/[CH:30]=[CH:31]/[C:32]([OH:34])=[O:33].[CH2:1]([NH:4][C:5]1=[N:6][C:7](=[O:28])[S:8]/[C:9]/1=[CH:10]\[CH:11]1[CH2:12][CH2:13][N:14]([CH2:17][C:18]2[CH:19]=[CH:20][C:21]([C:24]([F:27])([F:25])[F:26])=[CH:22][CH:23]=2)[CH2:15][CH2:16]1)[C:2]#[CH:3]. (8) Given the reactants O.Cl[S:3]([C:6]1[CH:20]=[CH:19][C:9]([O:10][C:11]([CH3:18])([CH3:17])[C:12]([O:14][CH2:15][CH3:16])=[O:13])=[CH:8][CH:7]=1)(=O)=O.Cl[Si](Cl)(C)C.S(Cl)(Cl)(=O)=O.O[CH2:32][C:33]1[S:37][C:36]([C:38]2[CH:43]=[CH:42][C:41]([C:44]([F:47])([F:46])[F:45])=[CH:40][CH:39]=2)=[N:35][C:34]=1[CH2:48][OH:49], predict the reaction product. The product is: [OH:49][CH2:48][C:34]1[N:35]=[C:36]([C:38]2[CH:39]=[CH:40][C:41]([C:44]([F:47])([F:46])[F:45])=[CH:42][CH:43]=2)[S:37][C:33]=1[CH2:32][S:3][C:6]1[CH:20]=[CH:19][C:9]([O:10][C:11]([CH3:18])([CH3:17])[C:12]([O:14][CH2:15][CH3:16])=[O:13])=[CH:8][CH:7]=1.